This data is from Full USPTO retrosynthesis dataset with 1.9M reactions from patents (1976-2016). The task is: Predict the reactants needed to synthesize the given product. (1) Given the product [CH:1]1([C@H:4]([NH:26][CH2:29][CH2:28][C:27]([O:31][CH3:32])=[O:30])[C:5]([N:7]2[CH2:11][C:10]([C:12]3[CH:17]=[C:16]([F:18])[CH:15]=[CH:14][C:13]=3[F:19])=[CH:9][C@H:8]2[C:20]2[CH:21]=[CH:22][CH:23]=[CH:24][CH:25]=2)=[O:6])[CH2:3][CH2:2]1, predict the reactants needed to synthesize it. The reactants are: [CH:1]1([C@H:4]([NH2:26])[C:5]([N:7]2[CH2:11][C:10]([C:12]3[CH:17]=[C:16]([F:18])[CH:15]=[CH:14][C:13]=3[F:19])=[CH:9][C@H:8]2[C:20]2[CH:25]=[CH:24][CH:23]=[CH:22][CH:21]=2)=[O:6])[CH2:3][CH2:2]1.[C:27]([O:31][CH3:32])(=[O:30])[CH:28]=[CH2:29].C(O)C. (2) Given the product [Cl:21][C:22]1[C:31]2[C:26](=[CH:27][CH:28]=[C:29]([S:32]([NH:2][C@H:3]3[CH2:8][CH2:7][CH2:6][CH2:5][C@H:4]3[C:9]([O:11][CH2:12][CH3:13])=[O:10])(=[O:34])=[O:33])[CH:30]=2)[C:25]([Cl:36])=[CH:24][N:23]=1, predict the reactants needed to synthesize it. The reactants are: Cl.[NH2:2][C@H:3]1[CH2:8][CH2:7][CH2:6][CH2:5][C@H:4]1[C:9]([O:11][CH2:12][CH3:13])=[O:10].CCN(CC)CC.[Cl:21][C:22]1[C:31]2[C:26](=[CH:27][CH:28]=[C:29]([S:32](Cl)(=[O:34])=[O:33])[CH:30]=2)[C:25]([Cl:36])=[CH:24][N:23]=1. (3) The reactants are: FC1C=C(C=C(F)C=1)[C:5]([O:7][C:8]12[CH2:14][C:11]([CH:15]=[O:16])([CH2:12][CH2:13]1)[CH2:10][CH2:9]2)=O.FC1C=C(C=C(F)C=1)C(OC12CC(C(O)=O)(CC1)CC2)=O.COC12CC(C(O)=O)(CC1)CC2. Given the product [CH3:5][O:7][C:8]12[CH2:14][C:11]([CH:15]=[O:16])([CH2:12][CH2:13]1)[CH2:10][CH2:9]2, predict the reactants needed to synthesize it. (4) Given the product [C:28]1([C:25]2[CH:26]=[C:27]3[C:22](=[C:23]([C:34]([NH2:36])=[O:35])[CH:24]=2)[NH:21][CH:20]=[C:19]3[CH:16]2[CH2:17][CH2:18][N:13]([S:10]([CH2:9][CH2:8][CH2:7][N:37]3[CH2:41][CH2:40][CH2:39][CH2:38]3)(=[O:12])=[O:11])[CH2:14][CH2:15]2)[CH:33]=[CH:32][CH:31]=[CH:30][CH:29]=1, predict the reactants needed to synthesize it. The reactants are: NS(N)(=O)=O.Cl[CH2:7][CH2:8][CH2:9][S:10]([N:13]1[CH2:18][CH2:17][CH:16]([C:19]2[C:27]3[C:22](=[C:23]([C:34]([NH2:36])=[O:35])[CH:24]=[C:25]([C:28]4[CH:33]=[CH:32][CH:31]=[CH:30][CH:29]=4)[CH:26]=3)[NH:21][CH:20]=2)[CH2:15][CH2:14]1)(=[O:12])=[O:11].[NH:37]1[CH2:41][CH2:40][CH2:39][CH2:38]1.C([O-])([O-])=O.[K+].[K+].[Na+].[I-]. (5) Given the product [Cl:1][C:2]1[CH:21]=[CH:20][C:5]([CH:6]([C:7]2[CH:8]=[CH:9][C:10]([Cl:13])=[CH:11][CH:12]=2)[N:14]2[CH2:15][CH2:16][N:17]([C:33]([C:32]3[CH:36]=[CH:37][CH:38]=[C:30]([F:29])[CH:31]=3)=[O:34])[CH2:18][CH2:19]2)=[CH:4][CH:3]=1, predict the reactants needed to synthesize it. The reactants are: [Cl:1][C:2]1[CH:21]=[CH:20][C:5]([CH:6]([N:14]2[CH2:19][CH2:18][NH:17][CH2:16][CH2:15]2)[C:7]2[CH:12]=[CH:11][C:10]([Cl:13])=[CH:9][CH:8]=2)=[CH:4][CH:3]=1.C(N(CC)CC)C.[F:29][C:30]1[CH:31]=[C:32]([CH:36]=[CH:37][CH:38]=1)[C:33](Cl)=[O:34]. (6) Given the product [Cl:11][C:5]1[CH:6]=[C:7]([CH:13]=[CH2:14])[CH:8]=[CH:9][C:4]=1[C:3]([OH:2])=[O:12], predict the reactants needed to synthesize it. The reactants are: C[O:2][C:3](=[O:12])[C:4]1[CH:9]=[CH:8][C:7](Br)=[CH:6][C:5]=1[Cl:11].[CH2:13]([Sn](CCCC)(CCCC)C=C)[CH2:14]CC. (7) Given the product [O:171]=[O:2].[CH2:162]=[CH:163][CH2:164][S:165](=[O:170])[S:166][CH2:167][CH:168]=[CH2:169], predict the reactants needed to synthesize it. The reactants are: [N+]([O-])([O-])=[O:2].C[C@H]1CO[C@@]2(O[C@H]3[C@@H](O)[C@H]4[C@@H]5CC[C@H]6C[C@@H](O[C@@H]7O[C@H](CO)[C@H](O[C@@H]8O[C@H](CO)C(O)[C@H](O[C@@H]9OC[C@@H](O)[C@H](O)[C@H]9O)[C@H]8O[C@@H]8O[C@H](CO)[C@H](O)[C@H](O[C@@H]9O[C@H](CO)[C@@H](O)[C@H](O)[C@H]9O)[C@H]8O)[C@H](O)[C@H]7O)[C@H](O)C[C@]6(C)[C@H]5CC[C@]4(C)[C@H]3[C@@H]2C)CC1.CC1C(CCC(O)=O)=C2NC=1C=C1N=C(C=C3C(C)=C(C=C)C(=CC4C(C)=C(CCC(O)=O)C(=C2)N=4)N3)C(C=C)=C1C.C(N(CC(O)=O)CC(O)=O)CN(CC(O)=O)CC(O)=O.S(S([O-])=O)([O-])=O.[Na+].[Na+].[N]=O.[CH2:162]=[CH:163][CH2:164][S:165](=[O:170])[S:166][CH2:167][CH:168]=[CH2:169].[OH2:171]. (8) Given the product [CH3:19][C:13]1[CH:14]=[CH:15][CH:16]=[C:17]([CH3:18])[C:12]=1[C:10]1[NH:11][C:7]2[CH:6]=[C:5]([CH2:3][OH:2])[CH:21]=[CH:20][C:8]=2[N:9]=1, predict the reactants needed to synthesize it. The reactants are: C[O:2][C:3]([C:5]1[CH:21]=[CH:20][C:8]2[N:9]=[C:10]([C:12]3[C:17]([CH3:18])=[CH:16][CH:15]=[CH:14][C:13]=3[CH3:19])[NH:11][C:7]=2[CH:6]=1)=O.[H-].[H-].[H-].[H-].[Li+].[Al+3].S([O-])([O-])(=O)=O.[Na+].[Na+].C(OCC)(=O)C. (9) Given the product [O:27]1[CH:31]=[CH:30][C:29]([C:36]2[CH:37]=[C:38]([CH2:42][OH:43])[CH:39]=[N:40][CH:41]=2)=[CH:28]1, predict the reactants needed to synthesize it. The reactants are: C1(P(C2C=CC=CC=2)C2C=CC=CC=2)C=CC=CC=1.C(=O)([O-])[O-].[Na+].[Na+].O.[O:27]1[CH:31]=[CH:30][C:29](B(O)O)=[CH:28]1.Br[C:36]1[CH:37]=[C:38]([CH2:42][OH:43])[CH:39]=[N:40][CH:41]=1.C(O)CC. (10) Given the product [C:5]12([C:3](=[O:4])[CH2:2][S:22][C:19]3[CH:20]=[CH:21][C:16]([CH3:15])=[CH:17][CH:18]=3)[CH2:14][CH:9]3[CH2:10][CH:11]([CH2:13][CH:7]([CH2:8]3)[CH2:6]1)[CH2:12]2, predict the reactants needed to synthesize it. The reactants are: Br[CH2:2][C:3]([C:5]12[CH2:14][CH:9]3[CH2:10][CH:11]([CH2:13][CH:7]([CH2:8]3)[CH2:6]1)[CH2:12]2)=[O:4].[CH3:15][C:16]1[CH:21]=[CH:20][C:19]([SH:22])=[CH:18][CH:17]=1.